Dataset: NCI-60 drug combinations with 297,098 pairs across 59 cell lines. Task: Regression. Given two drug SMILES strings and cell line genomic features, predict the synergy score measuring deviation from expected non-interaction effect. (1) Drug 1: C1CCC(C1)C(CC#N)N2C=C(C=N2)C3=C4C=CNC4=NC=N3. Drug 2: C(CCl)NC(=O)N(CCCl)N=O. Cell line: SF-268. Synergy scores: CSS=10.4, Synergy_ZIP=0.0394, Synergy_Bliss=4.04, Synergy_Loewe=-6.11, Synergy_HSA=-0.387. (2) Drug 1: CC=C1C(=O)NC(C(=O)OC2CC(=O)NC(C(=O)NC(CSSCCC=C2)C(=O)N1)C(C)C)C(C)C. Drug 2: CC1C(C(CC(O1)OC2CC(CC3=C2C(=C4C(=C3O)C(=O)C5=CC=CC=C5C4=O)O)(C(=O)C)O)N)O. Cell line: RXF 393. Synergy scores: CSS=85.7, Synergy_ZIP=4.30, Synergy_Bliss=5.09, Synergy_Loewe=6.67, Synergy_HSA=8.10. (3) Drug 1: C1=CC(=CC=C1CC(C(=O)O)N)N(CCCl)CCCl.Cl. Drug 2: CC1=C(C=C(C=C1)C(=O)NC2=CC(=CC(=C2)C(F)(F)F)N3C=C(N=C3)C)NC4=NC=CC(=N4)C5=CN=CC=C5. Cell line: M14. Synergy scores: CSS=3.20, Synergy_ZIP=0.624, Synergy_Bliss=3.14, Synergy_Loewe=-0.343, Synergy_HSA=-0.607. (4) Drug 1: CCC1=CC2CC(C3=C(CN(C2)C1)C4=CC=CC=C4N3)(C5=C(C=C6C(=C5)C78CCN9C7C(C=CC9)(C(C(C8N6C)(C(=O)OC)O)OC(=O)C)CC)OC)C(=O)OC.C(C(C(=O)O)O)(C(=O)O)O. Drug 2: CC1=C(N=C(N=C1N)C(CC(=O)N)NCC(C(=O)N)N)C(=O)NC(C(C2=CN=CN2)OC3C(C(C(C(O3)CO)O)O)OC4C(C(C(C(O4)CO)O)OC(=O)N)O)C(=O)NC(C)C(C(C)C(=O)NC(C(C)O)C(=O)NCCC5=NC(=CS5)C6=NC(=CS6)C(=O)NCCC[S+](C)C)O. Cell line: HCC-2998. Synergy scores: CSS=59.9, Synergy_ZIP=3.31, Synergy_Bliss=4.59, Synergy_Loewe=0.214, Synergy_HSA=3.39. (5) Drug 1: CCCS(=O)(=O)NC1=C(C(=C(C=C1)F)C(=O)C2=CNC3=C2C=C(C=N3)C4=CC=C(C=C4)Cl)F. Drug 2: C1CN1P(=S)(N2CC2)N3CC3. Cell line: HCT116. Synergy scores: CSS=14.3, Synergy_ZIP=-8.88, Synergy_Bliss=-8.76, Synergy_Loewe=-22.5, Synergy_HSA=-10.3. (6) Cell line: NCI-H322M. Drug 1: CN1CCC(CC1)COC2=C(C=C3C(=C2)N=CN=C3NC4=C(C=C(C=C4)Br)F)OC. Drug 2: CN(C)N=NC1=C(NC=N1)C(=O)N. Synergy scores: CSS=21.6, Synergy_ZIP=1.04, Synergy_Bliss=0.224, Synergy_Loewe=-39.9, Synergy_HSA=-2.13. (7) Drug 2: CC1=C(C=C(C=C1)C(=O)NC2=CC(=CC(=C2)C(F)(F)F)N3C=C(N=C3)C)NC4=NC=CC(=N4)C5=CN=CC=C5. Synergy scores: CSS=-0.762, Synergy_ZIP=1.45, Synergy_Bliss=4.66, Synergy_Loewe=-1.95, Synergy_HSA=-1.83. Drug 1: C1CC(=O)NC(=O)C1N2CC3=C(C2=O)C=CC=C3N. Cell line: DU-145.